Dataset: Reaction yield outcomes from USPTO patents with 853,638 reactions. Task: Predict the reaction yield, written as a fraction of the theoretical maximum amount of product (1.0 means a 100% yield; for example, 0.34 means a 34% yield). (1) The catalyst is [I-].C([N+](CCCC)(CCCC)CCCC)CCC.CN(C=O)C. The reactants are C(=O)([O-])[O-].[K+].[K+].[CH2:7]1[NH:12][C:10](=[O:11])[NH:9][CH2:8]1.Br[CH2:14][C:15]1[CH:24]=[CH:23][C:18]([C:19]([O:21][CH3:22])=[O:20])=[CH:17][CH:16]=1.C(OC(C)C)(C)C. The yield is 0.574. The product is [CH3:22][O:21][C:19]([C:18]1[CH:23]=[CH:24][C:15]([CH2:14][N:9]2[CH2:8][CH2:7][NH:12][C:10]2=[O:11])=[CH:16][CH:17]=1)=[O:20]. (2) The reactants are [H-].[Na+].[NH:3]1[CH2:8][CH2:7][CH2:6][CH2:5][C:4]1=[O:9].Br[CH2:11][CH2:12][CH2:13][Cl:14]. The catalyst is C1COCC1. The product is [Cl:14][CH2:13][CH2:12][CH2:11][N:3]1[CH2:8][CH2:7][CH2:6][CH2:5][C:4]1=[O:9]. The yield is 0.350. (3) The reactants are [C:1]1([C:27]2[CH:32]=[CH:31][CH:30]=[CH:29][CH:28]=2)[CH:6]=[CH:5][C:4]([CH2:7][N:8]2[C:17]3[C:12](=[C:13]([CH:18]=[C:19]4[S:23][C:22](=[S:24])[NH:21][C:20]4=[O:25])[CH:14]=[CH:15][CH:16]=3)[CH2:11][CH2:10][C:9]2=[O:26])=[CH:3][CH:2]=1.CC1NC(C)=C(C(OCC)=O)CC=1C(OCC)=O. The catalyst is C1(C)C=CC=CC=1. The product is [C:1]1([C:27]2[CH:32]=[CH:31][CH:30]=[CH:29][CH:28]=2)[CH:2]=[CH:3][C:4]([CH2:7][N:8]2[C:17]3[C:12](=[C:13]([CH2:18][CH:19]4[S:23][C:22](=[S:24])[NH:21][C:20]4=[O:25])[CH:14]=[CH:15][CH:16]=3)[CH2:11][CH2:10][C:9]2=[O:26])=[CH:5][CH:6]=1. The yield is 0.600. (4) The reactants are [C:1]([C:5]1[N:10]=[C:9](Cl)[C:8]([C:12]([O:14][CH2:15][CH3:16])=[O:13])=[CH:7][N:6]=1)([CH3:4])([CH3:3])[CH3:2].[N:17]1[CH:22]=[CH:21][CH:20]=[C:19](B(O)O)[CH:18]=1. The catalyst is C1C=CC([P]([Pd]([P](C2C=CC=CC=2)(C2C=CC=CC=2)C2C=CC=CC=2)([P](C2C=CC=CC=2)(C2C=CC=CC=2)C2C=CC=CC=2)[P](C2C=CC=CC=2)(C2C=CC=CC=2)C2C=CC=CC=2)(C2C=CC=CC=2)C2C=CC=CC=2)=CC=1. The product is [C:1]([C:5]1[N:10]=[C:9]([C:19]2[CH:18]=[N:17][CH:22]=[CH:21][CH:20]=2)[C:8]([C:12]([O:14][CH2:15][CH3:16])=[O:13])=[CH:7][N:6]=1)([CH3:4])([CH3:3])[CH3:2]. The yield is 0.280. (5) The reactants are [NH2:1][C:2]1[CH:3]=[C:4]([NH:9][S:10]([N:13]([CH3:15])[CH3:14])(=[O:12])=[O:11])[C:5]([Cl:8])=[N:6][CH:7]=1.F[C:17]1[C:22]([C:23]2[N:28]=[C:27]([CH3:29])[N:26]=[C:25]([NH2:30])[N:24]=2)=[CH:21][C:20]([O:31][CH3:32])=[CH:19][N:18]=1.C[Si]([N-][Si](C)(C)C)(C)C.[Na+].[NH4+].[Cl-]. The catalyst is CN(C=O)C. The product is [NH2:30][C:25]1[N:26]=[C:27]([CH3:29])[N:28]=[C:23]([C:22]2[C:17]([NH:1][C:2]3[CH:3]=[C:4]([NH:9][S:10]([N:13]([CH3:15])[CH3:14])(=[O:11])=[O:12])[C:5]([Cl:8])=[N:6][CH:7]=3)=[N:18][CH:19]=[C:20]([O:31][CH3:32])[CH:21]=2)[N:24]=1. The yield is 0.200. (6) The reactants are Cl[C:2]([O:4][CH2:5][C:6]1[CH:11]=[CH:10][CH:9]=[CH:8][CH:7]=1)=[O:3].Cl.[Cl:13][CH2:14][CH2:15][NH2:16].[Cl:17][CH2:18][CH2:19]N.C(N(CC)CC)C. The yield is 0.260. The catalyst is ClCCl.O1CCCC1. The product is [Cl:13][CH2:14][CH2:15][N:16]([CH2:19][CH2:18][Cl:17])[C:2](=[O:3])[O:4][CH2:5][C:6]1[CH:11]=[CH:10][CH:9]=[CH:8][CH:7]=1. (7) The reactants are Cl[C:2]1[CH:7]=[C:6]([CH2:8][CH3:9])[N:5]=[C:4]([C:10]2[CH:15]=[CH:14][CH:13]=[C:12]([Cl:16])[CH:11]=2)[N:3]=1.[Cl:17][C:18]1[CH:19]=[N:20][N:21]([CH2:23][C:24]2[CH:30]=[CH:29][C:27]([NH2:28])=[CH:26][CH:25]=2)[CH:22]=1. The catalyst is CN1C(=O)CCC1. The product is [Cl:17][C:18]1[CH:19]=[N:20][N:21]([CH2:23][C:24]2[CH:30]=[CH:29][C:27]([NH:28][C:2]3[CH:7]=[C:6]([CH2:8][CH3:9])[N:5]=[C:4]([C:10]4[CH:15]=[CH:14][CH:13]=[C:12]([Cl:16])[CH:11]=4)[N:3]=3)=[CH:26][CH:25]=2)[CH:22]=1. The yield is 0.780.